This data is from Forward reaction prediction with 1.9M reactions from USPTO patents (1976-2016). The task is: Predict the product of the given reaction. The product is: [NH2:21][CH2:20][C:19]1[CH:32]=[CH:33][CH:34]=[CH:35][C:18]=1[CH2:17][O:16][C:12]1[CH:13]=[C:14]([CH3:15])[N:9]([CH2:8][C:7]2[CH:38]=[CH:39][C:40]([O:41][CH3:42])=[C:5]([Cl:4])[CH:6]=2)[C:10](=[O:37])[C:11]=1[CH3:36]. Given the reactants O.NN.[Cl:4][C:5]1[CH:6]=[C:7]([CH:38]=[CH:39][C:40]=1[O:41][CH3:42])[CH2:8][N:9]1[C:14]([CH3:15])=[CH:13][C:12]([O:16][CH2:17][C:18]2[CH:35]=[CH:34][CH:33]=[CH:32][C:19]=2[CH2:20][N:21]2C(=O)C3C(=CC=CC=3)C2=O)=[C:11]([CH3:36])[C:10]1=[O:37], predict the reaction product.